This data is from Full USPTO retrosynthesis dataset with 1.9M reactions from patents (1976-2016). The task is: Predict the reactants needed to synthesize the given product. (1) Given the product [Cl:15][CH2:2][C:3]1[CH:4]=[C:5]([CH:10]=[CH:11][CH:12]=1)[O:6][CH2:7][C:8]#[N:9], predict the reactants needed to synthesize it. The reactants are: O[CH2:2][C:3]1[CH:4]=[C:5]([CH:10]=[CH:11][CH:12]=1)[O:6][CH2:7][C:8]#[N:9].S(Cl)([Cl:15])=O. (2) Given the product [F:23][CH:2]([F:1])[O:3][C:4]1[C:5]([O:22][CH2:30][CH:31]([CH3:33])[CH3:32])=[C:6]([C:12]2[CH:13]=[C:14]3[C:18](=[CH:19][CH:20]=2)[C:17](=[O:21])[O:16][CH2:15]3)[CH:7]=[CH:8][C:9]=1[O:10][CH3:11], predict the reactants needed to synthesize it. The reactants are: [F:1][CH:2]([F:23])[O:3][C:4]1[C:5]([OH:22])=[C:6]([C:12]2[CH:13]=[C:14]3[C:18](=[CH:19][CH:20]=2)[C:17](=[O:21])[O:16][CH2:15]3)[CH:7]=[CH:8][C:9]=1[O:10][CH3:11].C(=O)([O-])[O-].[K+].[K+].[CH2:30](Br)[CH:31]([CH3:33])[CH3:32]. (3) Given the product [Cl:23][C:21]1[C:20]([OH:24])=[CH:19][C:18]([NH:25][N:26]=[CH:7][C:8](=[O:9])[C:10]([F:13])([F:12])[F:11])=[C:17]([F:16])[CH:22]=1, predict the reactants needed to synthesize it. The reactants are: C([O-])(=O)C.[Na+].Br[CH:7](Br)[C:8]([C:10]([F:13])([F:12])[F:11])=[O:9].Cl.[F:16][C:17]1[CH:22]=[C:21]([Cl:23])[C:20]([OH:24])=[CH:19][C:18]=1[NH:25][NH2:26]. (4) Given the product [I:21][C:14]1[CH:13]=[C:12]2[C:3]([NH:4][C:5]3[C:6]([C:17]([O:19][CH3:20])=[O:18])=[CH:7][CH:8]=[CH:9][C:10]=3[C:11]2=[O:16])=[CH:2][CH:15]=1, predict the reactants needed to synthesize it. The reactants are: I[C:2]1[CH:15]=[CH:14][CH:13]=[C:12]2[C:3]=1[NH:4][C:5]1[C:6]([C:17]([O:19][CH3:20])=[O:18])=[CH:7][CH:8]=[CH:9][C:10]=1[C:11]2=[O:16].[I:21]C1C=C2C(NC3C(C(O)=O)=CC=CC=3C2=O)=CC=1.[K+].[Br-].IC1C=C2C(=CC=1)N=C(C(OCC)=O)C=C2.IC1C=C2C(=CC=1)N=C(C(OCC)=O)C=N2.C(N(CC)CCNC(C1C(=O)C2C(=CC=C(I)C=2)NC=1)=O)C. (5) Given the product [N:1]1[CH:6]=[CH:5][CH:4]=[C:3]([C:25]2([OH:28])[CH2:26][CH2:27][C:22]3([O:21][CH2:20][CH2:19][O:18]3)[CH2:23][CH2:24]2)[N:2]=1, predict the reactants needed to synthesize it. The reactants are: [N:1]1[CH:6]=[CH:5][CH:4]=[CH:3][N:2]=1.CC1(C)CCCC(C)(C)N1.[Li].[O:18]1[C:22]2([CH2:27][CH2:26][C:25](=[O:28])[CH2:24][CH2:23]2)[O:21][CH2:20][CH2:19]1. (6) The reactants are: Cl[CH:2]([C:13]1[CH:18]=[CH:17][CH:16]=[CH:15][CH:14]=1)[C:3]([NH:5][C:6]1[CH:11]=[CH:10][CH:9]=[C:8]([CH3:12])[N:7]=1)=[O:4].C[Si]([N-][Si](C)(C)C)(C)C.[K+]. Given the product [CH3:12][C:8]1[N:7]2[C:2]([C:13]3[CH:18]=[CH:17][CH:16]=[CH:15][CH:14]=3)=[C:3]([OH:4])[N:5]=[C:6]2[CH:11]=[CH:10][CH:9]=1, predict the reactants needed to synthesize it. (7) Given the product [C:1]([O:5][C:6]([N:8]1[CH2:12][CH2:11][C@H:10]([O:13][C:28]2[C:23]3[CH2:22][N:21]([CH2:14][C:15]4[CH:20]=[CH:19][CH:18]=[CH:17][CH:16]=4)[CH2:31][CH2:30][C:24]=3[N:25]=[CH:26][N:27]=2)[CH2:9]1)=[O:7])([CH3:4])([CH3:2])[CH3:3], predict the reactants needed to synthesize it. The reactants are: [C:1]([O:5][C:6]([N:8]1[CH2:12][CH2:11][C@H:10]([OH:13])[CH2:9]1)=[O:7])([CH3:4])([CH3:3])[CH3:2].[CH2:14]([N:21]1[CH2:31][CH2:30][C:24]2[N:25]=[CH:26][N:27]=[C:28](Cl)[C:23]=2[CH2:22]1)[C:15]1[CH:20]=[CH:19][CH:18]=[CH:17][CH:16]=1. (8) Given the product [ClH:1].[Cl:1][C:2]1[CH:3]=[C:4]([S:8]([C:11]2[CH:12]=[C:13]3[C:17](=[CH:18][CH:19]=2)[N:16]([CH3:20])[C:15]2[CH2:21][CH:22]4[NH:26][CH:25]([C:14]3=2)[CH2:24][CH2:23]4)(=[O:9])=[O:10])[CH:5]=[CH:6][CH:7]=1, predict the reactants needed to synthesize it. The reactants are: [Cl:1][C:2]1[CH:3]=[C:4]([S:8]([C:11]2[CH:19]=[CH:18][C:17]3[N:16]([CH3:20])[C:15]4[CH2:21][CH:22]5[NH:26][CH:25]([C:14]=4[C:13]=3[C:12]=2C(OC(C)(C)C)=O)[CH2:24][CH2:23]5)(=[O:10])=[O:9])[CH:5]=[CH:6][CH:7]=1.Cl.